Dataset: Full USPTO retrosynthesis dataset with 1.9M reactions from patents (1976-2016). Task: Predict the reactants needed to synthesize the given product. (1) Given the product [CH2:12]([O:1][C:2]1[CH:3]=[C:4]2[C:8](=[C:9]([CH3:11])[CH:10]=1)[NH:7][CH:6]=[CH:5]2)[C:13]1[CH:18]=[CH:17][CH:16]=[CH:15][CH:14]=1, predict the reactants needed to synthesize it. The reactants are: [OH:1][C:2]1[CH:3]=[C:4]2[C:8](=[C:9]([CH3:11])[CH:10]=1)[NH:7][CH:6]=[CH:5]2.[CH2:12](Br)[C:13]1[CH:18]=[CH:17][CH:16]=[CH:15][CH:14]=1.C(=O)([O-])[O-].[K+].[K+].CN(C=O)C. (2) Given the product [CH:1]([C:4]1[CH:9]=[C:8]([CH:10]([CH3:12])[CH3:11])[C:7]([S:13]([C:16]2[CH:21]=[CH:20][CH:19]=[CH:18][CH:17]=2)(=[O:15])=[O:14])=[CH:6][C:5]=1[S:22]([NH:34][CH2:33][CH2:32][CH:29]1[CH2:30][CH2:31][O:26][CH2:27][CH2:28]1)(=[O:24])=[O:23])([CH3:3])[CH3:2], predict the reactants needed to synthesize it. The reactants are: [CH:1]([C:4]1[CH:9]=[C:8]([CH:10]([CH3:12])[CH3:11])[C:7]([S:13]([C:16]2[CH:21]=[CH:20][CH:19]=[CH:18][CH:17]=2)(=[O:15])=[O:14])=[CH:6][C:5]=1[S:22](Cl)(=[O:24])=[O:23])([CH3:3])[CH3:2].[O:26]1[CH2:31][CH2:30][CH:29]([CH2:32][CH2:33][NH2:34])[CH2:28][CH2:27]1. (3) Given the product [F:28][C:29]([F:31])([F:30])[C:18]([C:13]1([CH3:17])[CH:14]=[CH:15][C:16]2[N:8]([C:5]3[CH:6]=[CH:7][C:2]([F:1])=[CH:3][CH:4]=3)[N:9]=[CH:10][C:11]=2[CH2:12]1)([OH:27])[CH2:19][CH2:20][C:21]1[CH:22]=[CH:23][CH:24]=[CH:25][CH:26]=1, predict the reactants needed to synthesize it. The reactants are: [F:1][C:2]1[CH:7]=[CH:6][C:5]([N:8]2[C:16]3[CH:15]=[CH:14][C:13]([C:18](=[O:27])[CH2:19][CH2:20][C:21]4[CH:26]=[CH:25][CH:24]=[CH:23][CH:22]=4)([CH3:17])[CH2:12][C:11]=3[CH:10]=[N:9]2)=[CH:4][CH:3]=1.[F:28][C:29]([Si](C)(C)C)([F:31])[F:30].[F-].C([N+](CCCC)(CCCC)CCCC)CCC. (4) Given the product [ClH:45].[NH2:30][CH2:29][CH2:28][CH2:27][N:24]1[CH2:23][CH2:22][C:21]2[CH:38]=[CH:39][C:18]([C:15]3[N:14]=[C:13]([C:5]4[CH:6]=[CH:7][C:8]([O:9][CH:10]([CH3:12])[CH3:11])=[C:3]([CH:4]=4)[C:1]#[N:2])[O:17][N:16]=3)=[CH:19][C:20]=2[CH2:26][CH2:25]1, predict the reactants needed to synthesize it. The reactants are: [C:1]([C:3]1[CH:4]=[C:5]([C:13]2[O:17][N:16]=[C:15]([C:18]3[CH:39]=[CH:38][C:21]4[CH2:22][CH2:23][N:24]([CH2:27][CH2:28][CH2:29][NH:30]C(=O)OC(C)(C)C)[CH2:25][CH2:26][C:20]=4[CH:19]=3)[N:14]=2)[CH:6]=[CH:7][C:8]=1[O:9][CH:10]([CH3:12])[CH3:11])#[N:2].CCOCC.[ClH:45].